Dataset: Full USPTO retrosynthesis dataset with 1.9M reactions from patents (1976-2016). Task: Predict the reactants needed to synthesize the given product. (1) The reactants are: [CH3:1][N:2]1[C:10]2[C:5](=[CH:6][CH:7]=[CH:8][CH:9]=2)[C:4]([C:11]2[C:12](=[O:24])[NH:13][C:14](=[O:23])[C:15]=2[C:16]2[CH:21]=[CH:20][CH:19]=[C:18]([NH2:22])[CH:17]=2)=[CH:3]1.[Si:25]([O:32][CH2:33][CH2:34][CH:35]=O)([C:28]([CH3:31])([CH3:30])[CH3:29])([CH3:27])[CH3:26].[BH3-]C#N.[Na+]. Given the product [CH3:1][N:2]1[C:10]2[C:5](=[CH:6][CH:7]=[CH:8][CH:9]=2)[C:4]([C:11]2[C:12](=[O:24])[NH:13][C:14](=[O:23])[C:15]=2[C:16]2[CH:21]=[CH:20][CH:19]=[C:18]([NH:22][CH2:35][CH2:34][CH2:33][O:32][Si:25]([C:28]([CH3:29])([CH3:31])[CH3:30])([CH3:26])[CH3:27])[CH:17]=2)=[CH:3]1, predict the reactants needed to synthesize it. (2) Given the product [Cl:1][CH2:2][CH2:3][S:25]([C:20]1[CH:19]=[CH:18][C:17]([C:21]([OH:23])=[O:22])=[CH:16][CH:15]=1)(=[O:29])=[O:27], predict the reactants needed to synthesize it. The reactants are: [Cl:1][CH2:2][CH2:3]SC1C=CC(C(O)=O)=CC=1.Cl[C:15]1[CH:20]=[CH:19][CH:18]=[C:17]([C:21]([O:23]O)=[O:22])[CH:16]=1.[S:25]([O-:29])([O-])(=[O:27])=S.[Na+].[Na+]. (3) Given the product [CH2:55]([O:54][CH:50]([O:51][CH2:52][CH3:53])[C@@H:49]([N:37]([CH2:38][C:39]1[CH:40]=[CH:41][CH:42]=[C:43]2[C:48]=1[N:47]=[CH:46][CH:45]=[CH:44]2)[C:35]([C@H:22]([CH2:23][CH2:24][CH2:25][CH2:26][NH:27][C:28](=[O:34])[O:29][C:30]([CH3:32])([CH3:33])[CH3:31])[NH:21][C:17](=[O:19])[CH2:16][O:15][NH:14][C:13](=[O:20])[NH:12][CH2:11][C:1]1[C:10]2[C:5](=[CH:6][CH:7]=[CH:8][CH:9]=2)[CH:4]=[CH:3][CH:2]=1)=[O:36])[CH3:57])[CH3:56], predict the reactants needed to synthesize it. The reactants are: [C:1]1([CH2:11][NH:12][C:13](=[O:20])[NH:14][O:15][CH2:16][C:17]([OH:19])=O)[C:10]2[C:5](=[CH:6][CH:7]=[CH:8][CH:9]=2)[CH:4]=[CH:3][CH:2]=1.[NH2:21][C@H:22]([C:35]([N:37]([C@@H:49]([CH3:57])[CH:50]([O:54][CH2:55][CH3:56])[O:51][CH2:52][CH3:53])[CH2:38][C:39]1[CH:40]=[CH:41][CH:42]=[C:43]2[C:48]=1[N:47]=[CH:46][CH:45]=[CH:44]2)=[O:36])[CH2:23][CH2:24][CH2:25][CH2:26][NH:27][C:28](=[O:34])[O:29][C:30]([CH3:33])([CH3:32])[CH3:31]. (4) Given the product [CH2:1]([C:9]1[CH:10]=[N:11][C:12]2[C:17]([CH:18]=1)=[C:16]1[CH:19]=[CH:20][CH:21]=[CH:22][C:15]1=[N:14][C:13]=2[NH2:23])[CH2:2][C:3]1[CH:4]=[CH:5][CH:6]=[CH:7][CH:8]=1, predict the reactants needed to synthesize it. The reactants are: [CH:1](/[C:9]1[CH:10]=[N:11][C:12]2[C:17]([CH:18]=1)=[C:16]1[CH:19]=[CH:20][CH:21]=[CH:22][C:15]1=[N:14][C:13]=2[NH2:23])=[CH:2]\[C:3]1[CH:8]=[CH:7][CH:6]=[CH:5][CH:4]=1.[H][H]. (5) Given the product [Cl:1][C:2]1[C:10]([Cl:11])=[CH:9][CH:8]=[CH:7][C:3]=1[C:4]([NH:22][CH2:21][CH:20]([N:23]1[CH2:28][CH2:27][O:26][CH2:25][CH2:24]1)[C:17]1[CH:18]=[N:19][C:14]([C:13]([F:29])([F:30])[F:12])=[N:15][CH:16]=1)=[O:6], predict the reactants needed to synthesize it. The reactants are: [Cl:1][C:2]1[C:10]([Cl:11])=[CH:9][CH:8]=[CH:7][C:3]=1[C:4]([OH:6])=O.[F:12][C:13]([F:30])([F:29])[C:14]1[N:19]=[CH:18][C:17]([CH:20]([N:23]2[CH2:28][CH2:27][O:26][CH2:25][CH2:24]2)[CH2:21][NH2:22])=[CH:16][N:15]=1.